From a dataset of Reaction yield outcomes from USPTO patents with 853,638 reactions. Predict the reaction yield, written as a fraction of the theoretical maximum amount of product (1.0 means a 100% yield; for example, 0.34 means a 34% yield). (1) The reactants are [CH3:1][O:2][C:3](=[O:13])[C:4]1[C:9]([Cl:10])=[CH:8][CH:7]=[CH:6][C:5]=1[CH2:11]Br.[H-].[Na+].[CH3:16][OH:17]. No catalyst specified. The product is [CH3:1][O:2][C:3](=[O:13])[C:4]1[C:5]([CH2:11][O:17][CH3:16])=[CH:6][CH:7]=[CH:8][C:9]=1[Cl:10]. The yield is 0.250. (2) The yield is 0.500. The product is [CH3:1][O:2][C:3](=[O:33])[C@@H:4]([NH:13][C:14]([C:16]1[CH:17]=[C:18]([C:23]2[CH:28]=[CH:27][C:26]([C:29]([F:32])([F:31])[F:30])=[CH:25][CH:24]=2)[CH:19]=[CH:20][C:21]=1[OH:22])=[O:15])[CH2:5][C:6]1[CH:11]=[CH:10][C:9]([C:39]2[CH:40]=[CH:41][C:36]([C:35]([F:46])([F:45])[F:34])=[CH:37][CH:38]=2)=[CH:8][CH:7]=1. No catalyst specified. The reactants are [CH3:1][O:2][C:3](=[O:33])[C@@H:4]([NH:13][C:14]([C:16]1[CH:17]=[C:18]([C:23]2[CH:28]=[CH:27][C:26]([C:29]([F:32])([F:31])[F:30])=[CH:25][CH:24]=2)[CH:19]=[CH:20][C:21]=1[OH:22])=[O:15])[CH2:5][C:6]1[CH:11]=[CH:10][C:9](Br)=[CH:8][CH:7]=1.[F:34][C:35]([F:46])([F:45])[C:36]1[CH:41]=[CH:40][C:39](B(O)O)=[CH:38][CH:37]=1. (3) The reactants are [Br:1][C:2]1[CH:7]=[CH:6][C:5]([OH:8])=[CH:4][CH:3]=1.[C:9](Cl)(=[O:18])[CH:10]=[CH:11][C:12]1[CH:17]=[CH:16][CH:15]=[CH:14][CH:13]=1.C(N(CC)CC)C. The catalyst is ClCCl. The product is [Br:1][C:2]1[CH:7]=[CH:6][C:5]([O:8][C:9](=[O:18])[CH:10]=[CH:11][C:12]2[CH:17]=[CH:16][CH:15]=[CH:14][CH:13]=2)=[CH:4][CH:3]=1. The yield is 0.998. (4) The reactants are [C:1]([O:4][CH2:5][C@@:6]([NH:27]C(=O)C)([CH2:25][CH3:26])[CH2:7][CH2:8][C:9]1[O:10][C:11]([C:14]#[C:15][CH2:16][CH2:17][O:18][CH:19]2[CH2:24][CH2:23][CH2:22][CH2:21][CH2:20]2)=[CH:12][CH:13]=1)(=[O:3])[CH3:2].O1CCCC1.CO.[OH2:38].[OH-:39].[Li+]. The catalyst is O. The product is [C:2]([OH:39])(=[O:38])[C:1]([OH:4])=[O:3].[NH2:27][C@:6]([CH2:25][CH3:26])([CH2:7][CH2:8][C:9]1[O:10][C:11]([C:14]#[C:15][CH2:16][CH2:17][O:18][CH:19]2[CH2:20][CH2:21][CH2:22][CH2:23][CH2:24]2)=[CH:12][CH:13]=1)[CH2:5][OH:4]. The yield is 0.990.